From a dataset of Forward reaction prediction with 1.9M reactions from USPTO patents (1976-2016). Predict the product of the given reaction. (1) Given the reactants [F:1][C:2]1[CH:7]=[CH:6][C:5]([C@@:8]2([CH2:18][C:19]#[N:20])[CH2:17][C:12]3([CH2:16][CH2:15][CH2:14][CH2:13]3)[O:11][CH2:10][CH2:9]2)=[CH:4][CH:3]=1.[H-].[H-].[H-].[H-].[Li+].[Al+3], predict the reaction product. The product is: [F:1][C:2]1[CH:3]=[CH:4][C:5]([C@@:8]2([CH2:18][CH2:19][NH2:20])[CH2:17][C:12]3([CH2:16][CH2:15][CH2:14][CH2:13]3)[O:11][CH2:10][CH2:9]2)=[CH:6][CH:7]=1. (2) Given the reactants [CH3:1][O:2][C:3](=[O:12])[C:4]1[CH:9]=[CH:8][CH:7]=[C:6]([OH:10])[C:5]=1[OH:11].[CH2:13](Cl)[C:14]1[CH:19]=[CH:18][CH:17]=[CH:16][CH:15]=1, predict the reaction product. The product is: [CH3:1][O:2][C:3](=[O:12])[C:4]1[CH:9]=[CH:8][CH:7]=[C:6]([O:10][CH2:13][C:14]2[CH:19]=[CH:18][CH:17]=[CH:16][CH:15]=2)[C:5]=1[O:11][CH2:3][C:4]1[CH:9]=[CH:8][CH:7]=[CH:6][CH:5]=1. (3) Given the reactants [O:1]=[C:2]1[N:6]([C:7]([O:9][C:10]([CH3:13])([CH3:12])[CH3:11])=[O:8])[C@H:5]([C:14]([O:16][CH2:17][CH3:18])=[O:15])[CH2:4][CH2:3]1.[CH3:19][Mg]Br, predict the reaction product. The product is: [C:10]([O:9][C:7]([NH:6][C@@H:5]([CH2:4][CH2:3][C:2](=[O:1])[CH3:19])[C:14]([O:16][CH2:17][CH3:18])=[O:15])=[O:8])([CH3:13])([CH3:12])[CH3:11]. (4) Given the reactants [Br:1][C:2]1[CH:3]=[CH:4][C:5]([N:10]2[CH2:15][CH2:14][CH2:13][CH2:12][CH:11]2[CH3:16])=[C:6]([CH2:8][OH:9])[CH:7]=1.[CH2:17](N(C(C)C)C(C)C)C.CS(Cl)(=O)=O.CCOCC, predict the reaction product. The product is: [Br:1][C:2]1[CH:3]=[CH:4][C:5]([N:10]2[CH2:15][CH2:14][CH2:13][CH2:12][CH:11]2[CH3:16])=[C:6]([CH2:8][O:9][CH3:17])[CH:7]=1.